From a dataset of Forward reaction prediction with 1.9M reactions from USPTO patents (1976-2016). Predict the product of the given reaction. (1) Given the reactants C([O:3][C:4]([C:6]1[S:10][C:9]2=[CH:11][N:12]=[C:13]([CH3:14])[N:8]2[N:7]=1)=O)C.O.[NH2:16][NH2:17], predict the reaction product. The product is: [CH3:14][C:13]1[N:8]2[C:9]([S:10][C:6]([C:4]([NH:16][NH2:17])=[O:3])=[N:7]2)=[CH:11][N:12]=1. (2) The product is: [Cl:1][C:2]1[S:6][N:5]=[C:4]([NH:7][C:9](=[O:8])[O:11][C:12]([CH3:15])([CH3:14])[CH3:13])[N:3]=1. Given the reactants [Cl:1][C:2]1[S:6][N:5]=[C:4]([NH2:7])[N:3]=1.[O:8](C(OC(C)(C)C)=O)[C:9]([O:11][C:12]([CH3:15])([CH3:14])[CH3:13])=O.CN(C=O)C.[H-].[Na+], predict the reaction product. (3) Given the reactants [Br:1][C:2]1[S:6][C:5]([C:7]([CH3:10])([CH3:9])[CH3:8])=[N:4][C:3]=1[C:11]1[CH:16]=[CH:15][N:14]=[C:13](Cl)[N:12]=1.O1CCOCC1.[OH-].[NH4+:25], predict the reaction product. The product is: [Br:1][C:2]1[S:6][C:5]([C:7]([CH3:10])([CH3:9])[CH3:8])=[N:4][C:3]=1[C:11]1[CH:16]=[CH:15][N:14]=[C:13]([NH2:25])[N:12]=1. (4) Given the reactants [C:1](Cl)(=[O:3])[CH3:2].[CH3:5][C:6]1([CH3:20])[CH2:12][CH2:11][CH2:10][NH:9][C:8]2[CH:13]=[C:14]([N+:17]([O-:19])=[O:18])[CH:15]=[CH:16][C:7]1=2.C([O-])(O)=O.[Na+].O, predict the reaction product. The product is: [CH3:5][C:6]1([CH3:20])[CH2:12][CH2:11][CH2:10][N:9]([C:1](=[O:3])[CH3:2])[C:8]2[CH:13]=[C:14]([N+:17]([O-:19])=[O:18])[CH:15]=[CH:16][C:7]1=2. (5) Given the reactants Cl[C:2]1[N:3]([C:12]2[CH:17]=[CH:16][C:15]([Cl:18])=[CH:14][CH:13]=2)[N:4]=[C:5]2[C:10]=1[CH:9]=[CH:8][C:7]([F:11])=[CH:6]2.[CH:19]1([NH2:25])[CH2:24][CH2:23][CH2:22][CH2:21][CH2:20]1, predict the reaction product. The product is: [Cl:18][C:15]1[CH:16]=[CH:17][C:12]([N:3]2[C:2]([NH:25][CH:19]3[CH2:24][CH2:23][CH2:22][CH2:21][CH2:20]3)=[C:10]3[C:5]([CH:6]=[C:7]([F:11])[CH:8]=[CH:9]3)=[N:4]2)=[CH:13][CH:14]=1. (6) Given the reactants Br[C:2]1[C:3]([O:8][C:9]2[CH:14]=[CH:13][C:12]([Cl:15])=[CH:11][CH:10]=2)=[N:4][CH:5]=[CH:6][CH:7]=1.[CH3:16][C:17]1[CH:22]=[C:21](B(O)O)[CH:20]=[CH:19][N:18]=1.C(=O)([O-])[O-].[Na+].[Na+].COC1C=CC=C(OC)C=1C1C=CC=CC=1P(C1CCCCC1)C1CCCCC1, predict the reaction product. The product is: [Cl:15][C:12]1[CH:13]=[CH:14][C:9]([O:8][C:3]2[C:2]([C:21]3[CH:20]=[CH:19][N:18]=[C:17]([CH3:16])[CH:22]=3)=[CH:7][CH:6]=[CH:5][N:4]=2)=[CH:10][CH:11]=1. (7) Given the reactants Br[C:2]1[CH:7]=[C:6]([C@@H:8]([NH:11][C:12]([C:14]2[C:15]3[CH:22]=[N:21][N:20]([C:23]4[CH:28]=[CH:27][C:26]([F:29])=[CH:25][CH:24]=4)[C:16]=3[CH:17]=[N:18][CH:19]=2)=[O:13])[CH2:9][CH3:10])[CH:5]=[CH:4][N:3]=1.C1(P(C2C=CC=CC=2)C2C=CC=CC=2)C=CC=CC=1.[CH3:49][N:50](C=O)C, predict the reaction product. The product is: [C:49]([C:2]1[CH:7]=[C:6]([C@@H:8]([NH:11][C:12]([C:14]2[C:15]3[CH:22]=[N:21][N:20]([C:23]4[CH:28]=[CH:27][C:26]([F:29])=[CH:25][CH:24]=4)[C:16]=3[CH:17]=[N:18][CH:19]=2)=[O:13])[CH2:9][CH3:10])[CH:5]=[CH:4][N:3]=1)#[N:50]. (8) The product is: [S:1]1[C:5]2[CH:6]=[CH:7][CH:8]=[CH:9][C:4]=2[N:3]=[C:2]1[C:10]1[CH:11]=[C:12]2[C:17](=[CH:18][C:19]=1[NH:20][C:21](=[O:23])[CH3:22])[CH2:16][N:15]([CH2:24][CH3:25])[CH2:14][CH2:13]2. Given the reactants [S:1]1[C:5]2[CH:6]=[CH:7][CH:8]=[CH:9][C:4]=2[N:3]=[C:2]1[C:10]1[CH:11]=[C:12]2[C:17](=[CH:18][C:19]=1[NH:20][C:21](=[O:23])[CH3:22])[CH2:16][NH:15][CH2:14][CH2:13]2.[CH:24](=O)[CH3:25].C(O)(=O)C.C(O[BH-](OC(=O)C)OC(=O)C)(=O)C.[Na+].C(=O)(O)[O-].[Na+], predict the reaction product. (9) Given the reactants C([O:3][C:4](=[O:30])/[CH:5]=[C:6](\[CH3:29])/[CH:7]=[CH:8]/[C@@H:9]1[CH2:11][C@@:10]1([C:13]1[CH:14]=[C:15]([CH2:24][C:25]([CH3:28])([CH3:27])[CH3:26])[C:16]2[O:20][CH2:19][C:18]([CH3:22])([CH3:21])[C:17]=2[CH:23]=1)[CH3:12])C.CO.[OH-].[Na+].C(OCC)(=O)C, predict the reaction product. The product is: [CH3:26][C:25]([CH3:28])([CH3:27])[CH2:24][C:15]1[C:16]2[O:20][CH2:19][C:18]([CH3:21])([CH3:22])[C:17]=2[CH:23]=[C:13]([C@@:10]2([CH3:12])[CH2:11][C@H:9]2/[CH:8]=[CH:7]/[C:6](/[CH3:29])=[CH:5]/[C:4]([OH:30])=[O:3])[CH:14]=1.